Task: Predict the reaction yield, written as a fraction of the theoretical maximum amount of product (1.0 means a 100% yield; for example, 0.34 means a 34% yield).. Dataset: Reaction yield outcomes from USPTO patents with 853,638 reactions The reactants are [CH3:1][N:2]1[C:6](=[O:7])[C:5]2([C:16]3[C:11](=[CH:12][CH:13]=[CH:14][CH:15]=3)[O:10][CH:9]([C:17]3[CH:22]=[CH:21][CH:20]=[CH:19][CH:18]=3)[CH2:8]2)[N:4]=[C:3]1SC.[NH4+:25].[I-]. The product is [NH2:25][C:3]1[N:2]([CH3:1])[C:6](=[O:7])[C:5]2([C:16]3[C:11](=[CH:12][CH:13]=[CH:14][CH:15]=3)[O:10][CH:9]([C:17]3[CH:22]=[CH:21][CH:20]=[CH:19][CH:18]=3)[CH2:8]2)[N:4]=1. The catalyst is N.CCO. The yield is 0.100.